From a dataset of Forward reaction prediction with 1.9M reactions from USPTO patents (1976-2016). Predict the product of the given reaction. (1) Given the reactants C(OC([NH:8][C:9]([CH3:34])([CH3:33])[C@H:10]([NH:15][C:16](=[O:32])[C:17]1[CH:22]=[CH:21][C:20]([C:23]#[C:24][C:25]#[C:26][C:27]([OH:31])([CH3:30])[CH2:28][OH:29])=[CH:19][CH:18]=1)[C:11]([O:13][CH3:14])=[O:12])=O)(C)(C)C.Cl, predict the reaction product. The product is: [NH2:8][C:9]([CH3:34])([CH3:33])[C@H:10]([NH:15][C:16](=[O:32])[C:17]1[CH:22]=[CH:21][C:20]([C:23]#[C:24][C:25]#[C:26][C:27]([OH:31])([CH3:30])[CH2:28][OH:29])=[CH:19][CH:18]=1)[C:11]([O:13][CH3:14])=[O:12]. (2) Given the reactants [NH:1]1[C:9]2[C:4](=[CH:5][CH:6]=[CH:7][CH:8]=2)[CH2:3][CH2:2]1.[N:10]([O-])=[O:11].[Na+].[OH-].[Na+], predict the reaction product. The product is: [N:10]([N:1]1[C:9]2[C:4](=[CH:5][CH:6]=[CH:7][CH:8]=2)[CH2:3][CH2:2]1)=[O:11]. (3) Given the reactants [C:1]([NH:9][C:10]1[CH:39]=[CH:38][C:13]([C:14]([NH:16][C:17]2[CH:22]=[CH:21][C:20]([C@@H:23]3[CH2:25][C@H:24]3[N:26]([CH2:34][CH:35]3[CH2:37][CH2:36]3)C(=O)OC(C)(C)C)=[CH:19][CH:18]=2)=[O:15])=[CH:12][CH:11]=1)(=[O:8])[C:2]1[CH:7]=[CH:6][CH:5]=[CH:4][CH:3]=1.[ClH:40].COC1CCCC1, predict the reaction product. The product is: [ClH:40].[C:1]([NH:9][C:10]1[CH:39]=[CH:38][C:13]([C:14]([NH:16][C:17]2[CH:22]=[CH:21][C:20]([C@@H:23]3[CH2:25][C@H:24]3[NH:26][CH2:34][CH:35]3[CH2:36][CH2:37]3)=[CH:19][CH:18]=2)=[O:15])=[CH:12][CH:11]=1)(=[O:8])[C:2]1[CH:3]=[CH:4][CH:5]=[CH:6][CH:7]=1. (4) Given the reactants [CH2:1]([O:8][CH2:9][N:10]1[C:15](=[O:16])[C:14]([Br:17])=[N:13][N:12]([CH2:18][C:19](F)(F)[C:20]2[CH:25]=[CH:24][CH:23]=[CH:22][CH:21]=2)[C:11]1=[O:28])[C:2]1[CH:7]=[CH:6][CH:5]=[CH:4][CH:3]=1.[N:29]1[C:38]2C(=CC=CC=2CO)C=C[CH:30]=1, predict the reaction product. The product is: [CH2:1]([O:8][CH2:9][N:10]1[C:15](=[O:16])[C:14]([Br:17])=[N:13][N:12]([CH2:18][C:19]2[CH:20]=[CH:21][CH:22]=[C:23]3[C:38]=2[N:29]=[CH:30][CH:25]=[CH:24]3)[C:11]1=[O:28])[C:2]1[CH:3]=[CH:4][CH:5]=[CH:6][CH:7]=1. (5) Given the reactants [CH3:1][O:2][C:3](=[O:19])[C:4]([C:12]1[CH:17]=[CH:16][C:15]([Br:18])=[CH:14][CH:13]=1)([CH:9]([CH3:11])[CH3:10])[CH2:5][CH2:6][CH2:7]Br.[NH:20]1[C:24]2[CH:25]=[CH:26][CH:27]=[CH:28][C:23]=2[N:22]=[C:21]1[CH2:29][CH2:30][CH2:31][NH:32][CH3:33].N1C2C=CC=CC=2NC=1.C(=O)([O-])[O-].[K+].[K+], predict the reaction product. The product is: [CH3:1][O:2][C:3](=[O:19])[C:4]([C:12]1[CH:17]=[CH:16][C:15]([Br:18])=[CH:14][CH:13]=1)([CH:9]([CH3:11])[CH3:10])[CH2:5][CH2:6][CH2:7][N:32]([CH2:31][CH2:30][CH2:29][C:21]1[NH:20][C:24]2[CH:25]=[CH:26][CH:27]=[CH:28][C:23]=2[N:22]=1)[CH3:33].